Dataset: Reaction yield outcomes from USPTO patents with 853,638 reactions. Task: Predict the reaction yield, written as a fraction of the theoretical maximum amount of product (1.0 means a 100% yield; for example, 0.34 means a 34% yield). (1) The reactants are CC([N:5]([CH2:9][C:10]1[CH:15]=[CH:14][CH:13]=[C:12]([CH2:16][N:17]2[C:25]3[C:20](=[C:21]([CH:26]([F:28])[F:27])[CH:22]=[CH:23][CH:24]=3)[C:19]([N:29]([S:39]([C:42]3[S:43][C:44]([Cl:47])=[CH:45][CH:46]=3)(=[O:41])=[O:40])[S:30]([C:33]3[S:34][C:35]([Cl:38])=[CH:36][CH:37]=3)(=[O:32])=[O:31])=[N:18]2)[CH:11]=1)C(=O)[O-])(C)C.FC(F)(F)C(O)=O. The catalyst is ClCCl. The product is [NH2:5][CH2:9][C:10]1[CH:11]=[C:12]([CH2:16][N:17]2[C:25]3[C:20](=[C:21]([CH:26]([F:27])[F:28])[CH:22]=[CH:23][CH:24]=3)[C:19]([N:29]([S:39]([C:42]3[S:43][C:44]([Cl:47])=[CH:45][CH:46]=3)(=[O:40])=[O:41])[S:30]([C:33]3[S:34][C:35]([Cl:38])=[CH:36][CH:37]=3)(=[O:32])=[O:31])=[N:18]2)[CH:13]=[CH:14][CH:15]=1. The yield is 0.540. (2) The reactants are [CH:1]([C:3]1[NH:4][C:5]2[CH2:6][CH2:7][CH2:8][CH2:9][C:10]=2[C:11]=1[CH2:12][CH2:13][C:14]([OH:16])=[O:15])=O.[CH3:17][C:18]1[CH:19]=[C:20]2[C:24](=[CH:25][CH:26]=1)[NH:23][C:22](=[O:27])[CH2:21]2.N1CCCCC1.C(O)(=O)C. The catalyst is C(O)C. The product is [CH3:17][C:18]1[CH:19]=[C:20]2[C:24](=[CH:25][CH:26]=1)[NH:23][C:22](=[O:27])[C:21]2=[CH:1][C:3]1[NH:4][C:5]2[CH2:6][CH2:7][CH2:8][CH2:9][C:10]=2[C:11]=1[CH2:12][CH2:13][C:14]([OH:16])=[O:15]. The yield is 0.800. (3) The reactants are [Br:1][C:2]1[CH:3]=[C:4]2[C:9](=[CH:10][CH:11]=1)[N:8]=[CH:7][C:6]([C:12]([CH:14]1[CH2:16][CH2:15]1)=[O:13])=[C:5]2Cl.[CH3:18][N:19]([CH3:29])[CH2:20][CH2:21][C:22]1[CH:28]=[CH:27][C:25]([NH2:26])=[CH:24][CH:23]=1. No catalyst specified. The product is [Br:1][C:2]1[CH:3]=[C:4]2[C:9](=[CH:10][CH:11]=1)[N:8]=[CH:7][C:6]([C:12]([CH:14]1[CH2:16][CH2:15]1)=[O:13])=[C:5]2[NH:26][C:25]1[CH:24]=[CH:23][C:22]([CH2:21][CH2:20][N:19]([CH3:18])[CH3:29])=[CH:28][CH:27]=1. The yield is 0.730. (4) The reactants are [CH3:1][N:2]([CH3:23])[CH2:3][C:4]([NH:6][C:7]1[CH:8]=[CH:9][C:10]([O:21][CH3:22])=[C:11]([NH:13]C(=O)OC(C)(C)C)[CH:12]=1)=[O:5].FC(F)(F)C(O)=O. The catalyst is ClCCl. The product is [NH2:13][C:11]1[CH:12]=[C:7]([NH:6][C:4](=[O:5])[CH2:3][N:2]([CH3:23])[CH3:1])[CH:8]=[CH:9][C:10]=1[O:21][CH3:22]. The yield is 0.950. (5) The product is [C:13]([C:9]1[CH:8]=[C:7]2[C:12](=[CH:11][CH:10]=1)[CH:3]([N:2]([CH:21]([CH3:22])[CH3:23])[CH3:1])[CH2:4][CH2:5][C:6]2([CH3:19])[CH3:20])#[CH:14]. The catalyst is C(OCC)(=O)C. The yield is 0.800. The reactants are [CH3:1][N:2]([CH:21]([CH3:23])[CH3:22])[CH:3]1[C:12]2[C:7](=[CH:8][C:9]([C:13]#[C:14][Si](C)(C)C)=[CH:10][CH:11]=2)[C:6]([CH3:20])([CH3:19])[CH2:5][CH2:4]1.CO.C(=O)([O-])[O-].[K+].[K+]. (6) The reactants are [Br:1][C:2]1[C:10]2[C:9](=[O:11])[NH:8][N:7]=[CH:6][C:5]=2[S:4][CH:3]=1.[N:12]1[CH:17]=[CH:16][CH:15]=[CH:14][C:13]=1[CH2:18][CH2:19]O. No catalyst specified. The product is [Br:1][C:2]1[C:10]2[C:9](=[O:11])[N:8]([CH2:19][CH2:18][C:13]3[CH:14]=[CH:15][CH:16]=[CH:17][N:12]=3)[N:7]=[CH:6][C:5]=2[S:4][CH:3]=1. The yield is 0.763.